Predict the reaction yield, written as a fraction of the theoretical maximum amount of product (1.0 means a 100% yield; for example, 0.34 means a 34% yield). From a dataset of Reaction yield outcomes from USPTO patents with 853,638 reactions. (1) The reactants are [Br:1][C:2]1[CH:7]=[CH:6][CH:5]=[CH:4][C:3]=1I.[CH3:9][C:10]1[CH:15]=[C:14]([CH3:16])[CH:13]=[CH:12][C:11]=1[SH:17].C([N:25]1[CH2:30][CH2:29][NH:28][CH2:27][CH2:26]1)(OC(C)(C)C)=O. The catalyst is C1(C)C=CC=CC=1.C1C=CC(P(C2C(C3C(P(C4C=CC=CC=4)C4C=CC=CC=4)=CC=C4C=3C=CC=C4)=C3C(C=CC=C3)=CC=2)C2C=CC=CC=2)=CC=1. The product is [BrH:1].[CH3:9][C:10]1[CH:15]=[C:14]([CH3:16])[CH:13]=[CH:12][C:11]=1[S:17][C:2]1[CH:7]=[CH:6][CH:5]=[CH:4][C:3]=1[N:25]1[CH2:30][CH2:29][NH:28][CH2:27][CH2:26]1. The yield is 0.360. (2) The reactants are [CH:1]1([CH2:6][C@@H:7]([C:19]([NH:21][NH:22][C:23]2[C:28]([F:29])=[C:27]([N:30]3[CH2:34][CH:33]=[CH:32][CH2:31]3)[N:26]=[C:25]([CH3:35])[N:24]=2)=[O:20])[CH2:8][N:9]([O:12]C2CCCCO2)[CH:10]=[O:11])[CH2:5][CH2:4][CH2:3][CH2:2]1.CC(O)=O. The catalyst is O. The product is [CH:1]1([CH2:6][C@@H:7]([C:19]([NH:21][NH:22][C:23]2[C:28]([F:29])=[C:27]([N:30]3[CH2:34][CH:33]=[CH:32][CH2:31]3)[N:26]=[C:25]([CH3:35])[N:24]=2)=[O:20])[CH2:8][N:9]([OH:12])[CH:10]=[O:11])[CH2:5][CH2:4][CH2:3][CH2:2]1. The yield is 0.580. (3) The reactants are Br[C:2]1[CH:7]=[C:6]([C:8]2[N:12]3[CH:13]=[CH:14][CH:15]=[CH:16][C:11]3=[N:10][C:9]=2[C:17]2[CH:22]=[CH:21][CH:20]=[C:19]([Cl:23])[CH:18]=2)[CH:5]=[CH:4][N:3]=1.CC1(C)C(C)(C)OB([C:32]2[CH:37]=[CH:36][C:35]([OH:38])=[CH:34][CH:33]=2)O1. No catalyst specified. The product is [OH:38][C:35]1[CH:36]=[CH:37][C:32]([C:2]2[CH:7]=[C:6]([C:8]3[N:12]4[CH:13]=[CH:14][CH:15]=[CH:16][C:11]4=[N:10][C:9]=3[C:17]3[CH:22]=[CH:21][CH:20]=[C:19]([Cl:23])[CH:18]=3)[CH:5]=[CH:4][N:3]=2)=[CH:33][CH:34]=1. The yield is 0.510. (4) The reactants are Br[C:2]1[C:7]([N+:8]([O-:10])=[O:9])=[CH:6][CH:5]=[C:4]([Br:11])[N:3]=1.[CH2:12]([O:14][C:15](=[O:23])[CH2:16]N1CCNCC1)[CH3:13].C([N:26]([CH2:29][CH3:30])[CH2:27][CH3:28])C.[CH2:31](O)C. No catalyst specified. The product is [CH2:12]([O:14][C:15](=[O:23])[CH2:16][CH:31]1[CH2:28][CH2:27][N:26]([C:2]2[C:7]([N+:8]([O-:10])=[O:9])=[CH:6][CH:5]=[C:4]([Br:11])[N:3]=2)[CH2:29][CH2:30]1)[CH3:13]. The yield is 0.757.